This data is from Reaction yield outcomes from USPTO patents with 853,638 reactions. The task is: Predict the reaction yield, written as a fraction of the theoretical maximum amount of product (1.0 means a 100% yield; for example, 0.34 means a 34% yield). (1) The reactants are [CH3:1][O:2][C:3]([C:5]1[CH:10]=[CH:9][C:8](=[O:11])[NH:7][CH:6]=1)=[O:4].[C:12]1(B(O)O)[CH:17]=[CH:16][CH:15]=[CH:14][CH:13]=1.N1C=CC=CC=1. The catalyst is ClCCl.O.C([O-])(=O)C.[Cu+2].C([O-])(=O)C. The product is [CH3:1][O:2][C:3]([C:5]1[CH:10]=[CH:9][C:8](=[O:11])[N:7]([C:12]2[CH:17]=[CH:16][CH:15]=[CH:14][CH:13]=2)[CH:6]=1)=[O:4]. The yield is 0.560. (2) The yield is 0.750. The product is [O:14]=[C:3]1[O:4][CH2:5][C@H:6]2[C@:2]1([NH:1][S:27]([C:25]1[S:26][C:22]([C:19]3[CH:18]=[C:17]([C:16]([F:15])([F:31])[F:32])[O:21][N:20]=3)=[CH:23][CH:24]=1)(=[O:28])=[O:29])[C@H:7]2[C:8]1[CH:13]=[CH:12][CH:11]=[CH:10][CH:9]=1. The reactants are [NH2:1][C@:2]12[C@@H:7]([C:8]3[CH:13]=[CH:12][CH:11]=[CH:10][CH:9]=3)[C@H:6]1[CH2:5][O:4][C:3]2=[O:14].[F:15][C:16]([F:32])([F:31])[C:17]1[O:21][N:20]=[C:19]([C:22]2[S:26][C:25]([S:27](Cl)(=[O:29])=[O:28])=[CH:24][CH:23]=2)[CH:18]=1. The catalyst is N1C=CC=CC=1. (3) The reactants are [OH:1][CH:2]1[CH2:7][CH2:6][NH:5][CH2:4][CH2:3]1.C(N(CC)CC)C.[C:15](O[C:15]([O:17][C:18]([CH3:21])([CH3:20])[CH3:19])=[O:16])([O:17][C:18]([CH3:21])([CH3:20])[CH3:19])=[O:16].[CH3:30][S:31](Cl)(=[O:33])=[O:32]. The catalyst is ClCCl.C(OCC)(=O)C.CCCCCC. The product is [CH3:30][S:31]([O:1][CH:2]1[CH2:7][CH2:6][N:5]([C:15]([O:17][C:18]([CH3:21])([CH3:20])[CH3:19])=[O:16])[CH2:4][CH2:3]1)(=[O:33])=[O:32]. The yield is 0.660. (4) The reactants are [CH3:1][O:2][C:3]([C:5]1[N:6]=[CH:7][C:8]([N:11]2[CH2:16][CH2:15][NH:14][CH2:13][CH2:12]2)=[N:9][CH:10]=1)=[O:4].[Cl:17][C:18]1[N:19]=[N:20][C:21](Cl)=[C:22]([CH3:25])[C:23]=1[CH3:24].O. The catalyst is CN1C(=O)CCC1. The product is [CH3:1][O:2][C:3]([C:5]1[N:6]=[CH:7][C:8]([N:11]2[CH2:12][CH2:13][N:14]([C:21]3[N:20]=[N:19][C:18]([Cl:17])=[C:23]([CH3:24])[C:22]=3[CH3:25])[CH2:15][CH2:16]2)=[N:9][CH:10]=1)=[O:4]. The yield is 0.430. (5) The reactants are [Cl:1][C:2]1[C:3]([F:18])=[C:4]([C:9]2[CH:14]=[CH:13][C:12]([CH2:15][CH2:16][CH3:17])=[CH:11][CH:10]=2)[CH:5]=[CH:6][C:7]=1O.[C:19](=[O:22])([O-])[O-].[K+].[K+].O.[C:26]1([CH3:32])[CH:31]=[CH:30][CH:29]=[CH:28][CH:27]=1. The catalyst is CN(C=O)C. The product is [Cl:1][C:2]1[C:3]([F:18])=[C:4]([C:9]2[CH:14]=[CH:13][C:12]([CH2:15][CH2:16][CH3:17])=[CH:11][CH:10]=2)[CH:5]=[CH:6][C:7]=1[O:22][CH2:19][C@H:29]1[CH2:30][CH2:31][C@H:26]([CH2:32][CH2:3][CH2:2][CH2:7][CH3:6])[CH2:27][CH2:28]1. The yield is 0.895.